Dataset: Forward reaction prediction with 1.9M reactions from USPTO patents (1976-2016). Task: Predict the product of the given reaction. (1) Given the reactants [NH2:1][C:2]1[C:7]([I:8])=[CH:6][C:5]([NH:9][C:10](=[O:14])[O:11][CH2:12][CH3:13])=[C:4]([O:15][CH3:16])[CH:3]=1.[CH3:17][S:18](Cl)(=[O:20])=[O:19], predict the reaction product. The product is: [I:8][C:7]1[C:2]([NH:1][S:18]([CH3:17])(=[O:20])=[O:19])=[CH:3][C:4]([O:15][CH3:16])=[C:5]([NH:9][C:10](=[O:14])[O:11][CH2:12][CH3:13])[CH:6]=1. (2) Given the reactants [N:1]1[CH:6]=[CH:5][CH:4]=[CH:3][C:2]=1[C:7]1O[C:10]([CH2:12][N:13]([CH2:26][C:27]([F:30])([F:29])[F:28])[C:14]2[CH:21]=[CH:20][C:17]([C:18]#[N:19])=[C:16]([C:22]([F:25])([F:24])[F:23])[CH:15]=2)=[N:9][N:8]=1.[NH3:31].CO.[Mg+2].[Cl-].[Cl-], predict the reaction product. The product is: [N:1]1[CH:6]=[CH:5][CH:4]=[CH:3][C:2]=1[C:7]1[N:31]=[C:10]([CH2:12][N:13]([CH2:26][C:27]([F:30])([F:29])[F:28])[C:14]2[CH:21]=[CH:20][C:17]([C:18]#[N:19])=[C:16]([C:22]([F:25])([F:24])[F:23])[CH:15]=2)[NH:9][N:8]=1.